This data is from Catalyst prediction with 721,799 reactions and 888 catalyst types from USPTO. The task is: Predict which catalyst facilitates the given reaction. Reactant: [Br:1][C:2]1[C:3]([CH2:24][C:25]2[CH:30]=[CH:29][C:28]([O:31][CH3:32])=[CH:27][CH:26]=2)=[CH:4][C:5]([C:11]2(OC)[C@H:16]([OH:17])[C@@H:15]([OH:18])[C@H:14]([OH:19])[C@@H:13]([CH2:20][OH:21])[O:12]2)=[C:6]2[C:10]=1[CH2:9][CH2:8][CH2:7]2.C([SiH](CC)CC)C.B(F)(F)F.CCOCC. Product: [Br:1][C:2]1[C:3]([CH2:24][C:25]2[CH:26]=[CH:27][C:28]([O:31][CH3:32])=[CH:29][CH:30]=2)=[CH:4][C:5]([C@H:11]2[C@H:16]([OH:17])[C@@H:15]([OH:18])[C@H:14]([OH:19])[C@@H:13]([CH2:20][OH:21])[O:12]2)=[C:6]2[C:10]=1[CH2:9][CH2:8][CH2:7]2. The catalyst class is: 759.